This data is from TCR-epitope binding with 47,182 pairs between 192 epitopes and 23,139 TCRs. The task is: Binary Classification. Given a T-cell receptor sequence (or CDR3 region) and an epitope sequence, predict whether binding occurs between them. (1) The epitope is CINGVCWTV. The TCR CDR3 sequence is CASSYLFGDANTGELFF. Result: 1 (the TCR binds to the epitope). (2) The epitope is YLQPRTFLL. The TCR CDR3 sequence is CASSNDRARTDTQYF. Result: 0 (the TCR does not bind to the epitope).